From a dataset of NCI-60 drug combinations with 297,098 pairs across 59 cell lines. Regression. Given two drug SMILES strings and cell line genomic features, predict the synergy score measuring deviation from expected non-interaction effect. (1) Drug 1: CC(C1=C(C=CC(=C1Cl)F)Cl)OC2=C(N=CC(=C2)C3=CN(N=C3)C4CCNCC4)N. Drug 2: C1=C(C(=O)NC(=O)N1)N(CCCl)CCCl. Cell line: EKVX. Synergy scores: CSS=10.3, Synergy_ZIP=-2.70, Synergy_Bliss=3.69, Synergy_Loewe=2.28, Synergy_HSA=3.93. (2) Drug 1: C1=NC2=C(N=C(N=C2N1C3C(C(C(O3)CO)O)O)F)N. Drug 2: CC1CCC2CC(C(=CC=CC=CC(CC(C(=O)C(C(C(=CC(C(=O)CC(OC(=O)C3CCCCN3C(=O)C(=O)C1(O2)O)C(C)CC4CCC(C(C4)OC)OCCO)C)C)O)OC)C)C)C)OC. Cell line: A549. Synergy scores: CSS=9.05, Synergy_ZIP=-0.367, Synergy_Bliss=3.88, Synergy_Loewe=-2.26, Synergy_HSA=0.501. (3) Drug 1: CCCCCOC(=O)NC1=NC(=O)N(C=C1F)C2C(C(C(O2)C)O)O. Drug 2: C1=NNC2=C1C(=O)NC=N2. Cell line: K-562. Synergy scores: CSS=-4.42, Synergy_ZIP=3.04, Synergy_Bliss=1.70, Synergy_Loewe=-21.4, Synergy_HSA=-16.0. (4) Drug 1: CC12CCC(CC1=CCC3C2CCC4(C3CC=C4C5=CN=CC=C5)C)O. Drug 2: CC1CCCC2(C(O2)CC(NC(=O)CC(C(C(=O)C(C1O)C)(C)C)O)C(=CC3=CSC(=N3)C)C)C. Cell line: TK-10. Synergy scores: CSS=2.57, Synergy_ZIP=1.66, Synergy_Bliss=2.08, Synergy_Loewe=-1.36, Synergy_HSA=0.119. (5) Drug 1: CC(C)(C#N)C1=CC(=CC(=C1)CN2C=NC=N2)C(C)(C)C#N. Drug 2: CC1CCC2CC(C(=CC=CC=CC(CC(C(=O)C(C(C(=CC(C(=O)CC(OC(=O)C3CCCCN3C(=O)C(=O)C1(O2)O)C(C)CC4CCC(C(C4)OC)O)C)C)O)OC)C)C)C)OC. Cell line: SN12C. Synergy scores: CSS=17.5, Synergy_ZIP=0.873, Synergy_Bliss=9.45, Synergy_Loewe=-5.49, Synergy_HSA=-0.909. (6) Drug 2: C1=NC(=NC(=O)N1C2C(C(C(O2)CO)O)O)N. Cell line: ACHN. Synergy scores: CSS=33.1, Synergy_ZIP=7.94, Synergy_Bliss=11.2, Synergy_Loewe=8.38, Synergy_HSA=10.3. Drug 1: C1=NC2=C(N=C(N=C2N1C3C(C(C(O3)CO)O)F)Cl)N. (7) Drug 2: CCC1(CC2CC(C3=C(CCN(C2)C1)C4=CC=CC=C4N3)(C5=C(C=C6C(=C5)C78CCN9C7C(C=CC9)(C(C(C8N6C=O)(C(=O)OC)O)OC(=O)C)CC)OC)C(=O)OC)O.OS(=O)(=O)O. Synergy scores: CSS=9.16, Synergy_ZIP=3.50, Synergy_Bliss=3.70, Synergy_Loewe=2.63, Synergy_HSA=0.845. Cell line: EKVX. Drug 1: C1=CN(C(=O)N=C1N)C2C(C(C(O2)CO)O)O.Cl. (8) Drug 1: C1=CN(C=N1)CC(O)(P(=O)(O)O)P(=O)(O)O. Drug 2: CCN(CC)CCCC(C)NC1=C2C=C(C=CC2=NC3=C1C=CC(=C3)Cl)OC. Cell line: HT29. Synergy scores: CSS=35.7, Synergy_ZIP=-1.57, Synergy_Bliss=-4.62, Synergy_Loewe=-2.19, Synergy_HSA=-3.01. (9) Drug 1: CN1CCC(CC1)COC2=C(C=C3C(=C2)N=CN=C3NC4=C(C=C(C=C4)Br)F)OC. Drug 2: C1C(C(OC1N2C=NC(=NC2=O)N)CO)O. Cell line: OVCAR-5. Synergy scores: CSS=23.1, Synergy_ZIP=-7.73, Synergy_Bliss=-0.770, Synergy_Loewe=1.50, Synergy_HSA=2.57.